The task is: Predict which catalyst facilitates the given reaction.. This data is from Catalyst prediction with 721,799 reactions and 888 catalyst types from USPTO. (1) Reactant: [Br:1][C:2]1[CH:3]=[C:4]([OH:8])[CH:5]=[CH:6][CH:7]=1.[H-].[Na+].Br[CH2:12][CH:13]([O:17][CH2:18][CH3:19])[O:14][CH2:15][CH3:16]. Product: [Br:1][C:2]1[CH:7]=[CH:6][CH:5]=[C:4]([O:8][CH2:12][CH:13]([O:17][CH2:18][CH3:19])[O:14][CH2:15][CH3:16])[CH:3]=1. The catalyst class is: 42. (2) Reactant: [CH3:1][O:2][C:3]([C:5]1[N:6]([N:13]([CH2:21][C:22]2[CH:27]=[CH:26][CH:25]=[CH:24][CH:23]=2)C(OC(C)(C)C)=O)[C:7]([Cl:12])=[C:8]([Cl:11])[C:9]=1[Cl:10])=[O:4]. Product: [CH3:1][O:2][C:3]([C:5]1[N:6]([NH:13][CH2:21][C:22]2[CH:27]=[CH:26][CH:25]=[CH:24][CH:23]=2)[C:7]([Cl:12])=[C:8]([Cl:11])[C:9]=1[Cl:10])=[O:4]. The catalyst class is: 620. (3) Reactant: Cl[C:2]1[C:7]([N+:8]([O-:10])=[O:9])=[CH:6][CH:5]=[C:4]([Cl:11])[N:3]=1.C(N(CC)CC)C.[O:19]1[CH2:24][CH2:23][N:22]([C:25]2[CH:31]=[CH:30][C:28]([NH2:29])=[CH:27][CH:26]=2)[CH2:21][CH2:20]1. Product: [O:19]1[CH2:20][CH2:21][N:22]([C:25]2[CH:26]=[CH:27][C:28]([NH:29][C:2]3[C:7]([N+:8]([O-:10])=[O:9])=[CH:6][CH:5]=[C:4]([Cl:11])[N:3]=3)=[CH:30][CH:31]=2)[CH2:23][CH2:24]1. The catalyst class is: 5. (4) Reactant: [H-].[Na+].[CH2:3]([O:13][CH2:14][C:15]([CH2:20][O:21][CH2:22][CH2:23][CH2:24][CH2:25][CH2:26][CH2:27][CH2:28][CH2:29][CH2:30][CH3:31])([CH2:18][OH:19])[CH2:16][OH:17])[CH2:4][CH2:5][CH2:6][CH2:7][CH2:8][CH2:9][CH2:10][CH2:11][CH3:12].Cl.Cl[CH2:34][CH2:35][CH2:36][N:37]([CH3:39])[CH3:38]. Product: [CH2:22]([O:21][CH2:20][C:15]([CH2:14][O:13][CH2:3][CH2:4][CH2:5][CH2:6][CH2:7][CH2:8][CH2:9][CH2:10][CH2:11][CH3:12])([CH2:18][O:19][CH2:34][CH2:35][CH2:36][N:37]([CH3:39])[CH3:38])[CH2:16][O:17][CH2:34][CH2:35][CH2:36][N:37]([CH3:39])[CH3:38])[CH2:23][CH2:24][CH2:25][CH2:26][CH2:27][CH2:28][CH2:29][CH2:30][CH3:31]. The catalyst class is: 3. (5) Reactant: [CH2:1]([C:3]1[C:10]([C:11]2[S:15][C:14]([C:16]3[CH:21]=[CH:20][C:19]([O:22][CH:23]([CH3:25])[CH3:24])=[C:18]([C:26]([F:29])([F:28])[F:27])[CH:17]=3)=[N:13][CH:12]=2)=[CH:9][CH:8]=[CH:7][C:4]=1[CH:5]=O)[CH3:2].C(O)(=O)C.C([O-])(=O)C.[Na+].[NH:39]1[CH2:44][CH2:43][CH:42]([C:45]([O:47][CH2:48][CH3:49])=[O:46])[CH2:41][CH2:40]1. Product: [CH2:1]([C:3]1[C:10]([C:11]2[S:15][C:14]([C:16]3[CH:21]=[CH:20][C:19]([O:22][CH:23]([CH3:24])[CH3:25])=[C:18]([C:26]([F:28])([F:29])[F:27])[CH:17]=3)=[N:13][CH:12]=2)=[CH:9][CH:8]=[CH:7][C:4]=1[CH2:5][N:39]1[CH2:44][CH2:43][CH:42]([C:45]([O:47][CH2:48][CH3:49])=[O:46])[CH2:41][CH2:40]1)[CH3:2]. The catalyst class is: 5.